This data is from Reaction yield outcomes from USPTO patents with 853,638 reactions. The task is: Predict the reaction yield, written as a fraction of the theoretical maximum amount of product (1.0 means a 100% yield; for example, 0.34 means a 34% yield). (1) The reactants are [Br:1][C:2]1[CH:7]=[CH:6][C:5]([C:8](=O)[CH2:9][CH2:10][C:11]([O:13][CH3:14])=[O:12])=[CH:4][CH:3]=1.[NH2:16][OH:17].Cl.CC(O[Na])=O.C([O-])(O)=O.[Na+]. The catalyst is CO.O. The product is [Br:1][C:2]1[CH:7]=[CH:6][C:5]([C:8](=[N:16][OH:17])[CH2:9][CH2:10][C:11]([O:13][CH3:14])=[O:12])=[CH:4][CH:3]=1. The yield is 0.620. (2) The reactants are [NH2:1][C:2]1[CH:10]=[CH:9][CH:8]=[C:7]([CH3:11])[C:3]=1[C:4]([OH:6])=O.S(Cl)(Cl)=O.[NH2:16][C:17]1[C:18]([CH3:23])=[CH:19][CH:20]=[CH:21][CH:22]=1. The catalyst is C1C=CC=CC=1.C(Cl)(Cl)Cl. The product is [NH2:1][C:2]1[CH:10]=[CH:9][CH:8]=[C:7]([CH3:11])[C:3]=1[C:4]([NH:16][C:17]1[CH:22]=[CH:21][CH:20]=[CH:19][C:18]=1[CH3:23])=[O:6]. The yield is 0.734. (3) The reactants are [CH3:1][O:2][C:3]1[N:4]=[C:5]2[C:10](=[CH:11][CH:12]=1)[N:9]=[CH:8][CH:7]=[C:6]2[N:13]1[CH2:17][CH2:16][CH:15]([S:18][CH2:19][CH2:20][NH2:21])[CH2:14]1.C(N(CC)CC)C.ClC(OCC)=O.[O:35]=[C:36]1[CH2:41][S:40][C:39]2[CH:42]=[CH:43][C:44]([C:46](O)=[O:47])=[N:45][C:38]=2[NH:37]1.C(=O)(O)[O-].[Na+]. The catalyst is C(Cl)Cl.C(Cl)(Cl)Cl. The product is [CH3:1][O:2][C:3]1[N:4]=[C:5]2[C:10](=[CH:11][CH:12]=1)[N:9]=[CH:8][CH:7]=[C:6]2[N:13]1[CH2:17][CH2:16][CH:15]([S:18][CH2:19][CH2:20][NH:21][C:46]([C:44]2[CH:43]=[CH:42][C:39]3[S:40][CH2:41][C:36](=[O:35])[NH:37][C:38]=3[N:45]=2)=[O:47])[CH2:14]1. The yield is 0.390. (4) The reactants are [CH2:1]([O:8][C:9]1[CH:10]=[C:11]2[C:16](=[CH:17][CH:18]=1)[C:15](=[O:19])[N:14]([CH2:20][CH:21]([CH3:23])[CH3:22])[C:13]([CH2:24][N:25]1C(=O)C3C(=CC=CC=3)C1=O)=[C:12]2[C:36]1[CH:41]=[CH:40][C:39]([Cl:42])=[CH:38][CH:37]=1)[C:2]1[CH:7]=[CH:6][CH:5]=[CH:4][CH:3]=1.O.NN.C(=O)([O-])O.[Na+].[C:59](O[C:59]([O:61][C:62]([CH3:65])([CH3:64])[CH3:63])=[O:60])([O:61][C:62]([CH3:65])([CH3:64])[CH3:63])=[O:60]. The catalyst is C(O)C.O. The product is [CH2:1]([O:8][C:9]1[CH:10]=[C:11]2[C:16](=[CH:17][CH:18]=1)[C:15](=[O:19])[N:14]([CH2:20][CH:21]([CH3:22])[CH3:23])[C:13]([CH2:24][NH:25][C:59](=[O:60])[O:61][C:62]([CH3:63])([CH3:64])[CH3:65])=[C:12]2[C:36]1[CH:37]=[CH:38][C:39]([Cl:42])=[CH:40][CH:41]=1)[C:2]1[CH:3]=[CH:4][CH:5]=[CH:6][CH:7]=1. The yield is 0.952. (5) The reactants are [F:1][C:2]1([C:10]2[N:14]([CH3:15])[N:13]=[CH:12][C:11]=2[N+:16]([O-:18])=[O:17])[CH2:9][CH2:8][CH:7]2[CH:5]([O:6]2)[CH2:4][CH2:3]1.[Cl-].[NH4+].[N-:21]=[N+:22]=[N-:23].[Na+]. The catalyst is CN(C=O)C.O. The product is [N:21]([CH:7]1[CH2:8][CH2:9][C:2]([F:1])([C:10]2[N:14]([CH3:15])[N:13]=[CH:12][C:11]=2[N+:16]([O-:18])=[O:17])[CH2:3][CH2:4][CH:5]1[OH:6])=[N+:22]=[N-:23]. The yield is 0.480. (6) The reactants are Br[C:2]1[CH:7]=[CH:6][C:5](F)=[CH:4][N:3]=1.N[C:10]1[N:14]([CH3:15])[C:13]2[CH:16]=[CH:17][CH:18]=[CH:19][C:12]=2[N:11]=1.C[C:21]1(C)[C:47]2[C:42](=C(P(C3C=CC=CC=3)C3C=CC=CC=3)C=CC=2)[O:41][C:23]2[C:24](P(C3C=CC=CC=3)C3C=CC=CC=3)=C[CH:26]=[CH:27][C:22]1=2.C([O-])([O-])=[O:63].[Cs+].[Cs+].[OH2:68]. The catalyst is O1CCOCC1.C1C=CC(/C=C/C(/C=C/C2C=CC=CC=2)=O)=CC=1.C1C=CC(/C=C/C(/C=C/C2C=CC=CC=2)=O)=CC=1.C1C=CC(/C=C/C(/C=C/C2C=CC=CC=2)=O)=CC=1.[Pd].[Pd]. The product is [O:68]1[C:19]2[CH:18]=[CH:17][CH:16]=[CH:13][C:12]=2[N:11]=[C:10]1[N:14]([C:2]1[CH:7]=[CH:6][CH:5]=[CH:4][N:3]=1)[CH2:15][CH2:26][CH2:27][CH2:22][CH2:21][CH2:47][C:42]([O:41][CH2:23][CH3:24])=[O:63]. The yield is 0.410. (7) The reactants are C(=[N:8][CH:9]([C:20]1[CH:25]=[CH:24][CH:23]=[CH:22][CH:21]=1)[C:10]([O:12][CH:13]1[CH2:18][CH2:17][N:16]([CH3:19])[CH2:15][CH2:14]1)=[O:11])C1C=CC=CC=1.[CH2:26]=[O:27].C1CCN2C(=NCCC2)CC1.[ClH:39]. The catalyst is O1CCOCC1.C1COCC1. The yield is 0.530. The product is [ClH:39].[ClH:39].[NH2:8][C:9]([C:20]1[CH:21]=[CH:22][CH:23]=[CH:24][CH:25]=1)([CH2:26][OH:27])[C:10]([O:12][CH:13]1[CH2:14][CH2:15][N:16]([CH3:19])[CH2:17][CH2:18]1)=[O:11]. (8) The reactants are Br[C:2]1[CH:11]=[CH:10][CH:9]=[C:8]2[C:3]=1[CH2:4][CH2:5][O:6][CH2:7]2.[C:12]([N:19]1[CH2:24][CH2:23][NH:22][CH2:21][CH2:20]1)([O:14][C:15]([CH3:18])([CH3:17])[CH3:16])=[O:13].CC([O-])(C)C.[Na+]. The catalyst is CC([O-])=O.CC([O-])=O.[Pd+2].C1(P(C2CCCCC2)C2C=CC=CC=2C2C=CC=CC=2)CCCCC1. The product is [C:15]([O:14][C:12]([N:19]1[CH2:24][CH2:23][N:22]([C:2]2[CH:11]=[CH:10][CH:9]=[C:8]3[C:3]=2[CH2:4][CH2:5][O:6][CH2:7]3)[CH2:21][CH2:20]1)=[O:13])([CH3:18])([CH3:16])[CH3:17]. The yield is 0.600.